From a dataset of Forward reaction prediction with 1.9M reactions from USPTO patents (1976-2016). Predict the product of the given reaction. (1) Given the reactants Cl[C:2]1[CH:9]=[CH:8][C:5]([C:6]#[N:7])=[CH:4][N:3]=1.[CH3:10][NH:11][CH3:12].C(N(CC)CC)C, predict the reaction product. The product is: [CH3:10][N:11]([CH3:12])[C:2]1[CH:9]=[CH:8][C:5]([C:6]#[N:7])=[CH:4][N:3]=1. (2) Given the reactants CO[N:3]=[CH:4][C:5]1[CH:10]=[CH:9][C:8]([N+:11]([O-])=O)=[C:7]([O:14][Si:15]([CH:22]([CH3:24])[CH3:23])([CH:19]([CH3:21])[CH3:20])[CH:16]([CH3:18])[CH3:17])[CH:6]=1.C(=O)=O.C(O)(=O)C.[H][H], predict the reaction product. The product is: [NH2:3][CH2:4][C:5]1[CH:10]=[CH:9][C:8]([NH2:11])=[C:7]([O:14][Si:15]([CH:19]([CH3:21])[CH3:20])([CH:22]([CH3:24])[CH3:23])[CH:16]([CH3:17])[CH3:18])[CH:6]=1.